Dataset: Forward reaction prediction with 1.9M reactions from USPTO patents (1976-2016). Task: Predict the product of the given reaction. (1) Given the reactants [OH:1][C:2]1[CH:7]=[CH:6][C:5]([N:8]2[C:13](=[O:14])[C:12]([CH2:15][C:16]3[CH:21]=[CH:20][C:19]([C:22]4[C:23]([C:28]#[N:29])=[CH:24][CH:25]=[CH:26][CH:27]=4)=[CH:18][CH:17]=3)=[C:11]([CH2:30][CH2:31][CH3:32])[N:10]=[C:9]2[CH3:33])=[CH:4][CH:3]=1.O[CH:35]1[CH2:40][CH2:39][C:38](=[O:41])[CH:37]([CH3:42])[CH2:36]1.C1(P(C2C=CC=CC=2)C2C=CC=CC=2)C=CC=CC=1.[N:63]([C:64]([O:66]C(C)C)=[O:65])=[N:63][C:64]([O:66]C(C)C)=[O:65], predict the reaction product. The product is: [OH:41][CH:38]1[CH2:39][CH2:40][CH:35]([O:1][C:2]2[CH:3]=[CH:4][C:5]([N:8]3[C:13](=[O:14])[C:12]([CH2:15][C:16]4[CH:21]=[CH:20][C:19]([C:22]5[CH:27]=[CH:26][CH:25]=[CH:24][C:23]=5[C:28]5[NH:63][C:64](=[O:65])[O:66][N:29]=5)=[CH:18][CH:17]=4)=[C:11]([CH2:30][CH2:31][CH3:32])[N:10]=[C:9]3[CH3:33])=[CH:6][CH:7]=2)[CH2:36][CH:37]1[CH3:42]. (2) Given the reactants [Br:1][C:2]1[CH:18]=[CH:17][C:5]([O:6][CH2:7][C:8]2[CH:16]=[CH:15][C:11]([C:12]([OH:14])=O)=[CH:10][CH:9]=2)=[C:4]([CH2:19][N:20]([CH2:23][CH3:24])[CH2:21][CH3:22])[CH:3]=1.C(Cl)CCl.C1C=CC2N(O)N=NC=2C=1.[CH2:39]([N:46]1[CH2:51][CH2:50][NH:49][CH2:48][CH2:47]1)[C:40]1[CH:45]=[CH:44][CH:43]=[CH:42][CH:41]=1, predict the reaction product. The product is: [Br:1][C:2]1[CH:18]=[CH:17][C:5]([O:6][CH2:7][C:8]2[CH:9]=[CH:10][C:11]([C:12]([N:49]3[CH2:50][CH2:51][N:46]([CH2:39][C:40]4[CH:41]=[CH:42][CH:43]=[CH:44][CH:45]=4)[CH2:47][CH2:48]3)=[O:14])=[CH:15][CH:16]=2)=[C:4]([CH2:19][N:20]([CH2:23][CH3:24])[CH2:21][CH3:22])[CH:3]=1.